Dataset: Catalyst prediction with 721,799 reactions and 888 catalyst types from USPTO. Task: Predict which catalyst facilitates the given reaction. (1) The catalyst class is: 8. Product: [Cl:1][C:2]1[CH:7]=[CH:6][CH:5]=[C:4]([Cl:8])[C:3]=1[N:9]1[CH:17]=[CH:18][C:19]([NH2:20])=[N:10]1. Reactant: [Cl:1][C:2]1[CH:7]=[CH:6][CH:5]=[C:4]([Cl:8])[C:3]=1[NH:9][NH2:10].C[O-].[Na+].C(O[CH:17]=[CH:18][C:19]#[N:20])C. (2) Product: [OH:4][C@H:5]1[CH2:9][CH2:8][C@H:7](/[CH:10]=[CH:11]/[C@@H:12]([O:20][CH:21]2[CH2:26][CH2:25][CH2:24][CH2:23][O:22]2)[CH2:13][C@@H:14]([CH3:19])[CH2:15][CH2:16][CH2:17][CH3:18])[C@H:6]1[CH2:27][CH2:28][CH2:29][CH2:30][CH2:31][CH:32]([Se:37][C:38]1[CH:43]=[CH:42][CH:41]=[CH:40][CH:39]=1)[C:33]([O:35][CH3:36])=[O:34]. Reactant: C([O:4][C@H:5]1[CH2:9][CH2:8][C@H:7](/[CH:10]=[CH:11]/[C@@H:12]([O:20][CH:21]2[CH2:26][CH2:25][CH2:24][CH2:23][O:22]2)[CH2:13][C@@H:14]([CH3:19])[CH2:15][CH2:16][CH2:17][CH3:18])[C@H:6]1[CH2:27][CH2:28][CH2:29][CH2:30][CH2:31][CH:32]([Se:37][C:38]1[CH:43]=[CH:42][CH:41]=[CH:40][CH:39]=1)[C:33]([O:35][CH3:36])=[O:34])(=O)C.C(=O)([O-])[O-].[K+].[K+]. The catalyst class is: 125.